From a dataset of Forward reaction prediction with 1.9M reactions from USPTO patents (1976-2016). Predict the product of the given reaction. (1) Given the reactants CO[CH:3]([N:6]([CH3:8])[CH3:7])OC.[C:9]([C:12]1[CH:13]=[CH:14][C:15]([F:22])=[C:16]([CH:21]=1)[C:17]([O:19][CH3:20])=[O:18])(=[O:11])[CH3:10].CO, predict the reaction product. The product is: [CH3:8][N:6]([CH3:7])[CH:3]=[CH:10][C:9]([C:12]1[CH:13]=[CH:14][C:15]([F:22])=[C:16]([CH:21]=1)[C:17]([O:19][CH3:20])=[O:18])=[O:11]. (2) The product is: [C:1]([O:4][CH2:5][C:6]1[CH:11]=[C:10]([CH:12]=[O:13])[C:9]([N:14]2[CH2:19][C@H:18]([CH3:20])[O:17][C@H:16]([CH3:21])[CH2:15]2)=[C:8]([F:22])[C:7]=1[F:23])(=[O:3])[CH3:2]. Given the reactants [C:1]([O:4][CH2:5][C:6]1[CH:11]=[C:10]([CH2:12][OH:13])[C:9]([N:14]2[CH2:19][C@H:18]([CH3:20])[O:17][C@H:16]([CH3:21])[CH2:15]2)=[C:8]([F:22])[C:7]=1[F:23])(=[O:3])[CH3:2].C[N+]1([O-])CCOCC1, predict the reaction product.